From a dataset of Full USPTO retrosynthesis dataset with 1.9M reactions from patents (1976-2016). Predict the reactants needed to synthesize the given product. (1) Given the product [C:13]1([C:18]2[CH:23]=[CH:22][CH:21]=[CH:20][CH:19]=2)[CH:14]=[CH:15][CH:16]=[CH:17][C:12]=1[CH2:10][NH:9][C:5]1[CH:6]=[CH:7][CH:8]=[C:3]([O:2][CH3:1])[CH:4]=1, predict the reactants needed to synthesize it. The reactants are: [CH3:1][O:2][C:3]1[CH:4]=[C:5]([NH:9][C:10]([C:12]2[C:13]([C:18]3[CH:23]=[CH:22][CH:21]=[CH:20][CH:19]=3)=[CH:14][CH:15]=[CH:16][CH:17]=2)=O)[CH:6]=[CH:7][CH:8]=1.C(=O)([O-])[O-].[K+].[K+]. (2) Given the product [N:1]1[CH:6]=[CH:5][CH:4]=[C:3]([C:7]2[CH:8]=[C:9]3[C:14]4=[C:15]([CH2:17][CH2:18][N:13]4[C:12](=[S:29])[CH2:11][CH2:10]3)[CH:16]=2)[CH:2]=1, predict the reactants needed to synthesize it. The reactants are: [N:1]1[CH:6]=[CH:5][CH:4]=[C:3]([C:7]2[CH:8]=[C:9]3[C:14]4=[C:15]([CH2:17][CH2:18][N:13]4[C:12](=O)[CH2:11][CH2:10]3)[CH:16]=2)[CH:2]=1.COC1C=CC(P2(SP(C3C=CC(OC)=CC=3)(=S)S2)=[S:29])=CC=1.Cl. (3) The reactants are: [N+:1]([C:4]1[CH:5]=[C:6]([CH:23]=[CH:24][CH:25]=1)[CH2:7][N:8]([C:17](=[O:22])[C:18]([F:21])([F:20])[F:19])[CH2:9][C:10]([O:12][C:13]([CH3:16])([CH3:15])[CH3:14])=[O:11])([O-])=O.O.[Cl-].[NH4+]. Given the product [NH2:1][C:4]1[CH:5]=[C:6]([CH:23]=[CH:24][CH:25]=1)[CH2:7][N:8]([C:17](=[O:22])[C:18]([F:19])([F:20])[F:21])[CH2:9][C:10]([O:12][C:13]([CH3:16])([CH3:15])[CH3:14])=[O:11], predict the reactants needed to synthesize it. (4) Given the product [C:21]([NH:20][C:18]1[N:17]=[C:16]([C:25]2[CH:30]=[CH:29][CH:28]=[CH:27][N:26]=2)[CH:15]=[C:14]([C:10]2[CH:11]=[N:12][CH:13]=[C:8]([C:10]3[CH:9]=[CH:8][CH:13]=[C:34]([O:35][CH3:36])[CH:33]=3)[CH:9]=2)[CH:19]=1)([CH3:24])([CH3:23])[CH3:22], predict the reactants needed to synthesize it. The reactants are: C([O-])([O-])=O.[Na+].[Na+].Br[C:8]1[CH:9]=[C:10]([C:14]2[CH:19]=[C:18]([NH:20][C:21]([CH3:24])([CH3:23])[CH3:22])[N:17]=[C:16]([C:25]3[CH:30]=[CH:29][CH:28]=[CH:27][N:26]=3)[CH:15]=2)[CH:11]=[N:12][CH:13]=1.CO[CH2:33][CH2:34][O:35][CH3:36]. (5) Given the product [F:18][C:15]1[C:14]2[N:13]([CH2:19][O:20][CH2:21][CH2:22][Si:23]([CH3:25])([CH3:24])[CH3:26])[N:12]=[CH:11][C:10]=2[C:9]([OH:8])=[CH:17][CH:16]=1, predict the reactants needed to synthesize it. The reactants are: C([O:8][C:9]1[CH:17]=[CH:16][C:15]([F:18])=[C:14]2[C:10]=1[CH:11]=[N:12][N:13]2[CH2:19][O:20][CH2:21][CH2:22][Si:23]([CH3:26])([CH3:25])[CH3:24])C1C=CC=CC=1.[H][H].